Dataset: Full USPTO retrosynthesis dataset with 1.9M reactions from patents (1976-2016). Task: Predict the reactants needed to synthesize the given product. (1) Given the product [F:17][C:14]1[CH:15]=[CH:16][C:11]([C:10]2[C:9]3[C:4](=[CH:5][CH:6]=[CH:7][CH:8]=3)[N:3]([CH:18]([CH3:20])[CH3:19])[C:2]=2/[CH:31]=[CH:30]/[C:29]([N:28]([O:27][CH3:26])[CH3:33])=[O:32])=[CH:12][CH:13]=1, predict the reactants needed to synthesize it. The reactants are: Br[C:2]1[N:3]([CH:18]([CH3:20])[CH3:19])[C:4]2[C:9]([C:10]=1[C:11]1[CH:16]=[CH:15][C:14]([F:17])=[CH:13][CH:12]=1)=[CH:8][CH:7]=[CH:6][CH:5]=2.C([O-])(=O)C.[Na+].[CH3:26][O:27][N:28]([CH3:33])[C:29](=[O:32])[CH:30]=[CH2:31]. (2) Given the product [C:27]([C:26]1[CH:25]=[C:24]([NH:23][C:18](=[O:20])[C:17]2[CH:16]=[CH:15][C:14]([S:11]([N:1]3[C:10]4[C:9](=[CH:8][CH:7]=[CH:6][CH:5]=4)[CH2:4][CH2:3][CH2:2]3)(=[O:12])=[O:13])=[CH:22][CH:21]=2)[CH:32]=[CH:31][CH:30]=1)(=[O:28])[NH2:29], predict the reactants needed to synthesize it. The reactants are: [N:1]1([S:11]([C:14]2[CH:22]=[CH:21][C:17]([C:18]([OH:20])=O)=[CH:16][CH:15]=2)(=[O:13])=[O:12])[C:10]2[C:5](=[CH:6][CH:7]=[CH:8][CH:9]=2)[CH2:4][CH2:3][CH2:2]1.[NH2:23][C:24]1[CH:25]=[C:26]([CH:30]=[CH:31][CH:32]=1)[C:27]([NH2:29])=[O:28]. (3) The reactants are: CC1C(C)=CC2N[C:10]([C:13]3[CH:20]=[CH:19][C:17](=[O:18])[C:15](=O)[CH:14]=3)=[CH:11][NH:12]C=2C=1.CC(C1C=C(/C=C(/[C:38](NCCCC2C=CC=CC=2)=[O:39])\C#N)C=C(C(C)C)C=1O)C.C(Cl)(Cl)Cl.C1N(CC[OH:62])CCN(CCS(O)(=O)=O)C1. Given the product [NH2:12][C@H:11]([C:38]([OH:39])=[O:62])[CH2:10][C:13]1[CH:14]=[CH:15][C:17]([OH:18])=[CH:19][CH:20]=1, predict the reactants needed to synthesize it. (4) Given the product [NH2:1][C:2]1[CH:7]=[CH:6][CH:5]=[CH:4][C:3]=1[C:10]1[CH:11]=[C:12]2[C:17](=[CH:18][CH:19]=1)[CH:16]=[C:15]([O:20][CH3:21])[C:14]([O:22][CH3:23])=[CH:13]2, predict the reactants needed to synthesize it. The reactants are: [NH2:1][C:2]1[CH:7]=[CH:6][C:5](OC)=[CH:4][C:3]=1[C:10]1[CH:11]=[C:12]2[C:17](=[CH:18][CH:19]=1)[CH:16]=[C:15]([O:20][CH3:21])[C:14]([O:22][CH3:23])=[CH:13]2.Cl.N([O-])=O.[Na+].O. (5) Given the product [OH:33][CH2:32][C:31]1[C:30]([N:34]2[CH2:46][CH2:45][C:44]3[N:43]4[C:38]([CH2:39][CH2:40][CH2:41][CH2:42]4)=[CH:37][C:36]=3[C:35]2=[O:47])=[N:29][CH:28]=[CH:27][C:26]=1[C:4]1[CH:5]=[C:6]([NH:9][C:10]2[CH:15]=[CH:14][C:13]([N:16]3[CH2:17][CH2:18][N:19]([CH:22]4[CH2:25][O:24][CH2:23]4)[CH2:20][CH2:21]3)=[CH:12][N:11]=2)[C:7](=[O:8])[N:2]([CH3:1])[CH:3]=1, predict the reactants needed to synthesize it. The reactants are: [CH3:1][N:2]1[C:7](=[O:8])[C:6]([NH:9][C:10]2[CH:15]=[CH:14][C:13]([N:16]3[CH2:21][CH2:20][N:19]([CH:22]4[CH2:25][O:24][CH2:23]4)[CH2:18][CH2:17]3)=[CH:12][N:11]=2)=[CH:5][C:4]([C:26]2[C:31]([CH:32]=[O:33])=[C:30]([N:34]3[CH2:46][CH2:45][C:44]4[N:43]5[C:38]([CH2:39][CH2:40][CH2:41][CH2:42]5)=[CH:37][C:36]=4[C:35]3=[O:47])[N:29]=[CH:28][CH:27]=2)=[CH:3]1.[BH4-].[Na+]. (6) Given the product [Cl:18][C:3]1[CH:4]=[C:5]([CH:16]=[CH:17][C:2]=1[NH:1][C:26]([C:23]1[C:22](=[O:29])[N:21]([C:30]2[CH:31]=[CH:32][CH:33]=[CH:34][CH:35]=2)[N:20]([CH3:19])[C:24]=1[CH3:25])=[O:27])[O:6][C:7]1[CH:12]=[CH:11][N:10]=[C:9]([C:13]([NH2:15])=[O:14])[CH:8]=1, predict the reactants needed to synthesize it. The reactants are: [NH2:1][C:2]1[CH:17]=[CH:16][C:5]([O:6][C:7]2[CH:12]=[CH:11][N:10]=[C:9]([C:13]([NH2:15])=[O:14])[CH:8]=2)=[CH:4][C:3]=1[Cl:18].[CH3:19][N:20]1[C:24]([CH3:25])=[C:23]([C:26](O)=[O:27])[C:22](=[O:29])[N:21]1[C:30]1[CH:35]=[CH:34][CH:33]=[CH:32][CH:31]=1.CCN=C=NCCCN(C)C.C1C=NC2N(O)N=NC=2C=1.